From a dataset of Forward reaction prediction with 1.9M reactions from USPTO patents (1976-2016). Predict the product of the given reaction. (1) Given the reactants [CH3:1][C:2]1[CH:10]=[CH:9][C:8]2[NH:7][C:6]3[CH:11]4[CH2:17][CH2:16][N:14]([CH2:15][C:5]=3[C:4]=2[CH:3]=1)[CH2:13][CH2:12]4.[CH3:18][C:19]1[N:20]=[N:21][C:22]([CH:25]=[CH2:26])=[CH:23][CH:24]=1, predict the reaction product. The product is: [CH3:1][C:2]1[CH:10]=[CH:9][C:8]2[N:7]([CH2:26][CH2:25][C:22]3[N:21]=[N:20][C:19]([CH3:18])=[CH:24][CH:23]=3)[C:6]3[CH:11]4[CH2:12][CH2:13][N:14]([CH2:15][C:5]=3[C:4]=2[CH:3]=1)[CH2:16][CH2:17]4. (2) Given the reactants [CH2:1]([O:3][C:4](=[O:16])[CH2:5][N:6]1[C:14]2[C:9](=[CH:10][CH:11]=[C:12]([OH:15])[CH:13]=2)[CH:8]=[CH:7]1)[CH3:2].[Br:17][C:18]1[C:22]([C:23]2[CH:28]=[CH:27][C:26]([C:29]([F:32])([F:31])[F:30])=[CH:25][CH:24]=2)=[N:21][N:20]([CH3:33])[C:19]=1[CH2:34]O.CN(C)C(N=NC(N(C)C)=O)=O.C(P(CCCC)CCCC)CCC, predict the reaction product. The product is: [CH2:1]([O:3][C:4](=[O:16])[CH2:5][N:6]1[C:14]2[C:9](=[CH:10][CH:11]=[C:12]([O:15][CH2:34][C:19]3[N:20]([CH3:33])[N:21]=[C:22]([C:23]4[CH:24]=[CH:25][C:26]([C:29]([F:31])([F:30])[F:32])=[CH:27][CH:28]=4)[C:18]=3[Br:17])[CH:13]=2)[CH:8]=[CH:7]1)[CH3:2]. (3) Given the reactants [NH:1]1[C:5]2=[N:6][CH:7]=[CH:8][CH:9]=[C:4]2[C:3]([C:10]#[N:11])=[N:2]1.[F:12][C:13]1[C:20]([F:21])=[CH:19][CH:18]=[CH:17][C:14]=1[CH2:15]Br, predict the reaction product. The product is: [F:12][C:13]1[C:20]([F:21])=[CH:19][CH:18]=[CH:17][C:14]=1[CH2:15][N:1]1[C:5]2=[N:6][CH:7]=[CH:8][CH:9]=[C:4]2[C:3]([C:10]#[N:11])=[N:2]1. (4) The product is: [CH3:1][C:2]1([CH3:24])[O:6]/[C:5](=[C:7]2/[C:8](=[O:17])[NH:9][C:10]3[C:15]/2=[CH:14][CH:13]=[C:12]([S:28][C:27]2[CH:29]=[CH:30][CH:31]=[CH:32][C:26]=2[C:25]([O:34][CH3:35])=[O:33])[CH:11]=3)/[CH:4]=[C:3]1[N:18]1[CH2:23][CH2:22][O:21][CH2:20][CH2:19]1. Given the reactants [CH3:1][C:2]1([CH3:24])[O:6]/[C:5](=[C:7]2/[C:8](=[O:17])[NH:9][C:10]3[C:15]/2=[CH:14][CH:13]=[C:12](I)[CH:11]=3)/[CH:4]=[C:3]1[N:18]1[CH2:23][CH2:22][O:21][CH2:20][CH2:19]1.[C:25]([O:34][CH3:35])(=[O:33])[C:26]1[C:27](=[CH:29][CH:30]=[CH:31][CH:32]=1)[SH:28].C(Cl)Cl.C(=O)([O-])[O-].[Cs+].[Cs+], predict the reaction product. (5) Given the reactants C([O:8][C:9]1[CH:14]=[CH:13][N:12]([C:15]2[S:16][C:17]([C:21]([O:23][CH2:24][CH3:25])=[O:22])=[C:18]([CH3:20])[N:19]=2)[C:11](=[O:26])[CH:10]=1)C1C=CC=CC=1, predict the reaction product. The product is: [OH:8][C:9]1[CH:14]=[CH:13][N:12]([C:15]2[S:16][C:17]([C:21]([O:23][CH2:24][CH3:25])=[O:22])=[C:18]([CH3:20])[N:19]=2)[C:11](=[O:26])[CH:10]=1. (6) Given the reactants [Br:1][C:2]1[C:3]([N:15]2[CH2:20][CH2:19][CH:18]([C:21]([F:24])([F:23])[F:22])[CH2:17][CH2:16]2)=[C:4]([CH:10]([OH:14])[C:11]([O-:13])=[O:12])[C:5]([CH3:9])=[N:6][C:7]=1[CH3:8], predict the reaction product. The product is: [Br:1][C:2]1[C:3]([N:15]2[CH2:20][CH2:19][CH:18]([C:21]([F:24])([F:22])[F:23])[CH2:17][CH2:16]2)=[C:4]([C@H:10]([O:14][C:4]([CH3:10])([CH3:5])[CH3:3])[C:11]([O:13][CH:7]([CH3:8])[CH3:2])=[O:12])[C:5]([CH3:9])=[N:6][C:7]=1[CH3:8]. (7) Given the reactants [CH3:1][O:2][C:3](=[O:15])[C:4]1[C:5](=[C:10]([CH3:14])[CH:11]=[CH:12][CH:13]=1)[C:6]([O:8][CH3:9])=[O:7].[Br:16]N1C(=O)CCC1=O, predict the reaction product. The product is: [CH3:1][O:2][C:3](=[O:15])[C:4]1[C:5](=[C:10]([CH2:14][Br:16])[CH:11]=[CH:12][CH:13]=1)[C:6]([O:8][CH3:9])=[O:7]. (8) Given the reactants [CH:1]([C:3]1[CH:12]=[CH:11][C:6]([C:7]([O:9][CH3:10])=[O:8])=[CH:5][CH:4]=1)=O.[F:13][C:14]1[CH:15]=[C:16]2[C:20](=[CH:21][C:22]=1[F:23])[NH:19][C:18]([C:24]1[CH:25]=[CH:26][C:27]([O:31][CH3:32])=[C:28]([NH2:30])[CH:29]=1)=[CH:17]2.C(O)(=O)C.C(O[BH-](OC(=O)C)OC(=O)C)(=O)C.[Na+].C(=O)(O)[O-].[Na+], predict the reaction product. The product is: [CH3:10][O:9][C:7](=[O:8])[C:6]1[CH:11]=[CH:12][C:3]([CH2:1][NH:30][C:28]2[CH:29]=[C:24]([C:18]3[NH:19][C:20]4[C:16]([CH:17]=3)=[CH:15][C:14]([F:13])=[C:22]([F:23])[CH:21]=4)[CH:25]=[CH:26][C:27]=2[O:31][CH3:32])=[CH:4][CH:5]=1. (9) Given the reactants [CH2:1]([C:3]1[C:4]([NH:19][C:20]2[CH:25]=[CH:24][C:23]([CH2:26][C:27]([O:29][CH2:30][CH3:31])=[O:28])=[CH:22][CH:21]=2)=[N:5][C:6]([C:10]2[S:11][C:12]([CH2:15][CH2:16][CH:17]=O)=[CH:13][CH:14]=2)=[N:7][C:8]=1[CH3:9])[CH3:2].C([CH2:39][NH2:40])C1C=CC=CC=1.[H][H], predict the reaction product. The product is: [CH2:1]([C:3]1[C:4]([NH:19][C:20]2[CH:21]=[CH:22][C:23]([CH2:26][C:27]([O:29][CH2:30][CH3:31])=[O:28])=[CH:24][CH:25]=2)=[N:5][C:6]([C:10]2[S:11][C:12]([CH2:15][CH2:16][CH2:17][NH:40][CH3:39])=[CH:13][CH:14]=2)=[N:7][C:8]=1[CH3:9])[CH3:2]. (10) Given the reactants [C:1]1([C@H:7]([NH:25][C:26]([O:28][C@@H:29]2[CH:34]3[CH2:35][CH2:36][N:31]([CH2:32][CH2:33]3)[CH2:30]2)=[O:27])[C:8]2[CH:9]=[C:10]([CH:22]=[CH:23][CH:24]=2)[O:11][CH2:12][C:13]2[CH:21]=[CH:20][C:16]([C:17]([OH:19])=O)=[CH:15][CH:14]=2)[CH:6]=[CH:5][CH:4]=[CH:3][CH:2]=1.Cl.[NH:38]1[CH2:41][CH:40]([C:42]([O:44][CH3:45])=[O:43])[CH2:39]1.Cl.CN(C)CCCN=C=NCC, predict the reaction product. The product is: [C:1]1([C@H:7]([NH:25][C:26]([O:28][C@@H:29]2[CH:34]3[CH2:35][CH2:36][N:31]([CH2:32][CH2:33]3)[CH2:30]2)=[O:27])[C:8]2[CH:9]=[C:10]([CH:22]=[CH:23][CH:24]=2)[O:11][CH2:12][C:13]2[CH:21]=[CH:20][C:16]([C:17]([N:38]3[CH2:41][CH:40]([C:42]([O:44][CH3:45])=[O:43])[CH2:39]3)=[O:19])=[CH:15][CH:14]=2)[CH:2]=[CH:3][CH:4]=[CH:5][CH:6]=1.